Dataset: Full USPTO retrosynthesis dataset with 1.9M reactions from patents (1976-2016). Task: Predict the reactants needed to synthesize the given product. The reactants are: [Br:1][C:2]1[CH:3]=[CH:4][C:5]([Cl:11])=[C:6]([CH:10]=1)[C:7](O)=[O:8].S(Cl)(Cl)=O.[OH-].[NH4+:17]. Given the product [Br:1][C:2]1[CH:3]=[CH:4][C:5]([Cl:11])=[C:6]([CH:10]=1)[C:7]([NH2:17])=[O:8], predict the reactants needed to synthesize it.